From a dataset of Reaction yield outcomes from USPTO patents with 853,638 reactions. Predict the reaction yield, written as a fraction of the theoretical maximum amount of product (1.0 means a 100% yield; for example, 0.34 means a 34% yield). (1) The reactants are [C:1]([O:5][C:6]([N:8]([CH3:14])[CH2:9][CH2:10][C:11]([OH:13])=O)=[O:7])([CH3:4])([CH3:3])[CH3:2].F[P-](F)(F)(F)(F)F.N1(OC(N(C)C)=[N+](C)C)C2N=CC=CC=2N=N1.C(N(C(C)C)CC)(C)C.[NH2:48][C:49]1[CH:54]=[CH:53][C:52]([NH:55][C:56]2[O:60][C:59]([C:61]3[C:66]([F:67])=[CH:65][CH:64]=[CH:63][C:62]=3[F:68])=[N:58][C:57]=2[C:69]#[N:70])=[CH:51][CH:50]=1. The catalyst is CN(C=O)C. The product is [C:69]([C:57]1[N:58]=[C:59]([C:61]2[C:62]([F:68])=[CH:63][CH:64]=[CH:65][C:66]=2[F:67])[O:60][C:56]=1[NH:55][C:52]1[CH:51]=[CH:50][C:49]([NH:48][C:11](=[O:13])[CH2:10][CH2:9][N:8]([CH3:14])[C:6](=[O:7])[O:5][C:1]([CH3:2])([CH3:3])[CH3:4])=[CH:54][CH:53]=1)#[N:70]. The yield is 0.440. (2) The reactants are I[C:2]1[C:7]([N+:8]([O-:10])=[O:9])=[CH:6][N:5]=[C:4]2[O:11][CH2:12][CH2:13][C:3]=12.[NH:14]1[CH2:19][CH2:18][CH2:17][C@H:16]([NH:20][C:21](=[O:27])[O:22][C:23]([CH3:26])([CH3:25])[CH3:24])[CH2:15]1.CCN(C(C)C)C(C)C. The catalyst is CCO. The product is [N+:8]([C:7]1[C:2]([N:14]2[CH2:19][CH2:18][CH2:17][C@H:16]([NH:20][C:21](=[O:27])[O:22][C:23]([CH3:25])([CH3:24])[CH3:26])[CH2:15]2)=[C:3]2[CH2:13][CH2:12][O:11][C:4]2=[N:5][CH:6]=1)([O-:10])=[O:9]. The yield is 0.960. (3) The reactants are [NH2:1][C:2]1[CH:3]=[CH:4][C:5]([O:24][CH3:25])=[C:6]([CH:23]=1)[O:7][C:8]1[CH:9]=[CH:10][C:11]2[N:12]([CH:14]=[C:15]([NH:17][C:18]([CH:20]3[CH2:22][CH2:21]3)=[O:19])[N:16]=2)[N:13]=1.[F:26][C:27]([F:38])([F:37])[C:28]1[CH:29]=[C:30]([CH:34]=[CH:35][CH:36]=1)[C:31](Cl)=[O:32]. The catalyst is CN1CCCC1=O.Cl. The product is [CH:20]1([C:18]([NH:17][C:15]2[N:16]=[C:11]3[CH:10]=[CH:9][C:8]([O:7][C:6]4[CH:23]=[C:2]([NH:1][C:31](=[O:32])[C:30]5[CH:34]=[CH:35][CH:36]=[C:28]([C:27]([F:26])([F:37])[F:38])[CH:29]=5)[CH:3]=[CH:4][C:5]=4[O:24][CH3:25])=[N:13][N:12]3[CH:14]=2)=[O:19])[CH2:21][CH2:22]1. The yield is 0.800. (4) The reactants are [CH2:1]([C@@:4]1([C:20]2[CH:25]=[CH:24][C:23]([F:26])=[CH:22][CH:21]=2)[O:9][C:8](=[O:10])[N:7]([C@H:11]([C:13]2[CH:18]=[CH:17][C:16](Br)=[CH:15][CH:14]=2)[CH3:12])[CH2:6][CH2:5]1)[CH:2]=[CH2:3].[NH2:27][C:28]1[N:33]=[CH:32][C:31](B(O)O)=[CH:30][CH:29]=1.C([O-])([O-])=O.[Cs+].[Cs+]. The catalyst is O1CCOCC1.Cl[Pd](Cl)([P](C1C=CC=CC=1)(C1C=CC=CC=1)C1C=CC=CC=1)[P](C1C=CC=CC=1)(C1C=CC=CC=1)C1C=CC=CC=1. The product is [CH2:1]([C@@:4]1([C:20]2[CH:25]=[CH:24][C:23]([F:26])=[CH:22][CH:21]=2)[O:9][C:8](=[O:10])[N:7]([C@H:11]([C:13]2[CH:18]=[CH:17][C:16]([C:31]3[CH:32]=[N:33][C:28]([NH2:27])=[CH:29][CH:30]=3)=[CH:15][CH:14]=2)[CH3:12])[CH2:6][CH2:5]1)[CH:2]=[CH2:3]. The yield is 0.900.